Dataset: Forward reaction prediction with 1.9M reactions from USPTO patents (1976-2016). Task: Predict the product of the given reaction. (1) Given the reactants [NH2:1][C:2]1[N:3]=[C:4](SC)[C:5]2[N:10]=[C:9]([CH2:11][C:12]3[CH:17]=[CH:16][C:15]([F:18])=[CH:14][CH:13]=3)[S:8][C:6]=2[N:7]=1.[OH-].[Na+].[CH:23]1(I)[CH2:27][CH2:26][CH2:25][CH2:24]1.ClC1C=C(C=CC=1)C(OO)=O.[NH:40]1[CH2:45][CH2:44][NH:43][CH2:42][CH2:41]1.[Cl:46][C:47]1[CH:57]=[CH:56][C:50]([O:51][CH2:52][C:53](Cl)=[O:54])=[CH:49][CH:48]=1.C(N(C(C)C)CC)(C)C, predict the reaction product. The product is: [NH2:1][C:2]1[N:3]=[C:4]([N:40]2[CH2:45][CH2:44][N:43]([C:53](=[O:54])[CH2:52][O:51][C:50]3[CH:56]=[CH:57][C:47]([Cl:46])=[CH:48][CH:49]=3)[CH2:42][CH2:41]2)[C:5]2[N:10]=[C:9]([CH:11]([CH:23]3[CH2:27][CH2:26][CH2:25][CH2:24]3)[C:12]3[CH:17]=[CH:16][C:15]([F:18])=[CH:14][CH:13]=3)[S:8][C:6]=2[N:7]=1. (2) Given the reactants C1(P(C2C=CC=CC=2)C2C=CC=CC=2)C=CC=CC=1.[Cl:20][C:21]1[N:28]=[CH:27][C:26]([OH:29])=[CH:25][C:22]=1[C:23]#[N:24].[CH3:30][O:31][CH2:32][CH2:33]O.CCOC(/N=N/C(OCC)=O)=O, predict the reaction product. The product is: [Cl:20][C:21]1[N:28]=[CH:27][C:26]([O:29][CH2:33][CH2:32][O:31][CH3:30])=[CH:25][C:22]=1[C:23]#[N:24]. (3) Given the reactants [F:1][C:2]1[CH:12]=[CH:11][C:5]([O:6][CH2:7][CH:8]2[O:10][CH2:9]2)=[CH:4][CH:3]=1.[NH:13]1[C:21]2[C:16](=[C:17]([N:22]3[CH2:27][CH2:26][NH:25][CH2:24][CH2:23]3)[CH:18]=[CH:19][CH:20]=2)[CH:15]=[CH:14]1, predict the reaction product. The product is: [F:1][C:2]1[CH:12]=[CH:11][C:5]([O:6][CH2:7][CH:8]([OH:10])[CH2:9][N:25]2[CH2:26][CH2:27][N:22]([C:17]3[CH:18]=[CH:19][CH:20]=[C:21]4[C:16]=3[CH:15]=[CH:14][NH:13]4)[CH2:23][CH2:24]2)=[CH:4][CH:3]=1. (4) Given the reactants F[C:2]1[CH:7]=[C:6]([O:8][CH3:9])[CH:5]=[CH:4][C:3]=1[C:10]1[NH:19][C:18](=[O:20])[C:17]2[C:12](=[CH:13][C:14]([O:23][CH3:24])=[CH:15][C:16]=2[O:21][CH3:22])[N:11]=1.[CH3:25][N:26]1[CH2:31][CH2:30][CH:29]([NH2:32])[CH2:28][CH2:27]1.C[Si]([N-][Si](C)(C)C)(C)C.[Li+], predict the reaction product. The product is: [CH3:22][O:21][C:16]1[CH:15]=[C:14]([O:23][CH3:24])[CH:13]=[C:12]2[C:17]=1[C:18](=[O:20])[NH:19][C:10]([C:3]1[CH:4]=[CH:5][C:6]([O:8][CH3:9])=[CH:7][C:2]=1[NH:32][CH:29]1[CH2:30][CH2:31][N:26]([CH3:25])[CH2:27][CH2:28]1)=[N:11]2.